Dataset: Reaction yield outcomes from USPTO patents with 853,638 reactions. Task: Predict the reaction yield, written as a fraction of the theoretical maximum amount of product (1.0 means a 100% yield; for example, 0.34 means a 34% yield). (1) The reactants are [C:1]1([B:7]([OH:9])[OH:8])[CH:6]=[CH:5][CH:4]=[CH:3][CH:2]=1.[N+:10]([O-])([OH:12])=[O:11]. The catalyst is C(OC(=O)C)(=O)C. The product is [N+:10]([C:2]1[CH:3]=[CH:4][CH:5]=[CH:6][C:1]=1[B:7]([OH:9])[OH:8])([O-:12])=[O:11]. The yield is 0.150. (2) The reactants are [C:1]([O:5][C:6]([NH:8][C@@H:9]1[CH2:14][CH2:13][C@H:12]([C:15](O)=[O:16])[CH2:11][CH2:10]1)=[O:7])([CH3:4])([CH3:3])[CH3:2].CN1CCOCC1.ClC(OCC(C)C)=O.[BH4-].[Na+]. The catalyst is C1COCC1.CO. The product is [C:1]([O:5][C:6]([NH:8][C@H:9]1[CH2:10][CH2:11][C@@H:12]([CH2:15][OH:16])[CH2:13][CH2:14]1)=[O:7])([CH3:4])([CH3:3])[CH3:2]. The yield is 1.00.